From a dataset of Full USPTO retrosynthesis dataset with 1.9M reactions from patents (1976-2016). Predict the reactants needed to synthesize the given product. Given the product [CH3:1][O:2][C:3]1[CH:4]=[CH:5][C:6]([CH2:9][O:14][C:13]([CH3:15])([CH3:16])[CH2:12][CH2:11][OH:10])=[CH:7][CH:8]=1, predict the reactants needed to synthesize it. The reactants are: [CH3:1][O:2][C:3]1[CH:8]=[CH:7][C:6]([CH:9]2[O:14][C:13]([CH3:16])([CH3:15])[CH2:12][CH2:11][O:10]2)=[CH:5][CH:4]=1.[H-].C([Al+]CC(C)C)C(C)C.ClCCl.C(OCC)(=O)C.C([O-])(=O)[C@@H]([C@H](C([O-])=O)O)O.[Na+].[K+].